Dataset: Catalyst prediction with 721,799 reactions and 888 catalyst types from USPTO. Task: Predict which catalyst facilitates the given reaction. (1) Reactant: [CH2:1]([N:4]([CH2:20][CH:21]=[CH2:22])[CH:5]([C:8]1[CH:13]=[CH:12][C:11]([S:14]([CH2:17][CH2:18][CH3:19])(=[O:16])=[O:15])=[CH:10][CH:9]=1)[CH2:6][NH2:7])[CH:2]=[CH2:3].Br[CH2:24][CH2:25][CH2:26][CH2:27]Br.C(=O)([O-])O.[Na+]. Product: [NH3:4].[CH2:20]([N:4]([CH2:1][CH:2]=[CH2:3])[CH:5]([C:8]1[CH:9]=[CH:10][C:11]([S:14]([CH2:17][CH2:18][CH3:19])(=[O:15])=[O:16])=[CH:12][CH:13]=1)[CH2:6][N:7]1[CH2:27][CH2:26][CH2:25][CH2:24]1)[CH:21]=[CH2:22]. The catalyst class is: 224. (2) Reactant: B1([O-])OO1.[OH2:5].[OH2:6].O.O.[Na+].[Cl:10][C:11]1[CH:17]=[C:16]([C:18]([F:21])([F:20])[F:19])[CH:15]=[C:14]([F:22])[C:12]=1[NH2:13].O. Product: [Cl:10][C:11]1[CH:17]=[C:16]([C:18]([F:21])([F:20])[F:19])[CH:15]=[C:14]([F:22])[C:12]=1[N+:13]([O-:6])=[O:5]. The catalyst class is: 15. (3) Reactant: [Cl:1][C:2]1[N:7]=[CH:6][N:5]=[C:4]([NH2:8])[C:3]=1[NH2:9].[O:10]1[CH2:15][CH2:14][N:13]([C:16]2[CH:17]=[C:18]([CH:22]=[CH:23][CH:24]=2)[C:19](O)=O)[CH2:12][CH2:11]1.[Cl-].[NH4+]. Product: [Cl:1][C:2]1[N:7]=[CH:6][N:5]=[C:4]2[C:3]=1[N:9]=[C:19]([C:18]1[CH:17]=[C:16]([N:13]3[CH2:14][CH2:15][O:10][CH2:11][CH2:12]3)[CH:24]=[CH:23][CH:22]=1)[NH:8]2. The catalyst class is: 265. (4) Reactant: [NH2:1][C:2]1[NH:6][N:5]=[CH:4][CH:3]=1.[Na].[C:8](OCC)(=[O:17])[CH2:9][C:10]([C:12]([O:14][CH2:15][CH3:16])=[O:13])=O.C(O)(=O)C. Product: [CH2:15]([O:14][C:12]([C:10]1[C:3]2[CH:4]=[N:5][NH:6][C:2]=2[N:1]=[C:8]([OH:17])[CH:9]=1)=[O:13])[CH3:16]. The catalyst class is: 33.